From a dataset of Forward reaction prediction with 1.9M reactions from USPTO patents (1976-2016). Predict the product of the given reaction. (1) Given the reactants [F:1][CH:2]([F:25])[C:3]1[N:8]2[N:9]=[CH:10][C:11]([C:12](O)=[O:13])=[C:7]2[N:6]=[C:5]([C:15]2[CH:20]=[CH:19][C:18]([C:21]([F:24])([F:23])[F:22])=[CH:17][CH:16]=2)[CH:4]=1.[NH2:26][C:27]1[S:28][C:29]([S:32]([NH2:35])(=[O:34])=[O:33])=[CH:30][N:31]=1, predict the reaction product. The product is: [S:32]([C:29]1[S:28][C:27]([NH:26][C:12]([C:11]2[CH:10]=[N:9][N:8]3[C:3]([CH:2]([F:25])[F:1])=[CH:4][C:5]([C:15]4[CH:20]=[CH:19][C:18]([C:21]([F:22])([F:24])[F:23])=[CH:17][CH:16]=4)=[N:6][C:7]=23)=[O:13])=[N:31][CH:30]=1)(=[O:34])(=[O:33])[NH2:35]. (2) Given the reactants [CH3:1][NH:2][CH:3]([C:5]1[CH:12]=[CH:11][C:8]([C:9]#[N:10])=[CH:7][CH:6]=1)[CH3:4].Br[CH2:14][C:15]([O:17][C:18]([CH3:21])([CH3:20])[CH3:19])=[O:16], predict the reaction product. The product is: [C:9]([C:8]1[CH:11]=[CH:12][C:5]([CH:3]([N:2]([CH3:1])[CH2:14][C:15]([O:17][C:18]([CH3:21])([CH3:20])[CH3:19])=[O:16])[CH3:4])=[CH:6][CH:7]=1)#[N:10]. (3) Given the reactants [F:1][C:2]1[CH:7]=[CH:6][C:5]([N:8]2[C:16]3[C:11](=[CH:12][C:13]([O:17][C@H:18]([C:22]4[CH:27]=[CH:26][CH:25]=[C:24]([O:28][CH3:29])[CH:23]=4)[C@@H:19]([NH2:21])[CH3:20])=[CH:14][CH:15]=3)[CH:10]=[N:9]2)=[CH:4][CH:3]=1.[S:30]1[CH:34]=[CH:33][N:32]=[C:31]1[C:35](Cl)=[O:36], predict the reaction product. The product is: [F:1][C:2]1[CH:3]=[CH:4][C:5]([N:8]2[C:16]3[C:11](=[CH:12][C:13]([O:17][C@H:18]([C:22]4[CH:27]=[CH:26][CH:25]=[C:24]([O:28][CH3:29])[CH:23]=4)[C@@H:19]([NH:21][C:35]([C:31]4[S:30][CH:34]=[CH:33][N:32]=4)=[O:36])[CH3:20])=[CH:14][CH:15]=3)[CH:10]=[N:9]2)=[CH:6][CH:7]=1. (4) Given the reactants [N+:1]([C:4]1[CH:5]=[C:6]([NH2:11])[C:7]([NH2:10])=[CH:8][CH:9]=1)([O-:3])=[O:2].CI.[C:14](=O)([O-])[O-].[Na+].[Na+], predict the reaction product. The product is: [CH3:14][NH:11][C:6]1[C:7]([NH2:10])=[CH:8][CH:9]=[C:4]([N+:1]([O-:3])=[O:2])[CH:5]=1. (5) The product is: [C:15]([C:2]1[C:7]([C:8]([F:11])([F:10])[F:9])=[CH:6][CH:5]=[CH:4][N:3]=1)#[N:16]. Given the reactants Cl[C:2]1[C:7]([C:8]([F:11])([F:10])[F:9])=[CH:6][CH:5]=[CH:4][N:3]=1.ClCCl.[CH3:15][N:16](C)C=O, predict the reaction product. (6) Given the reactants [CH3:1][C@@H:2]1[CH2:6][CH2:5][CH2:4][N:3]1[CH2:7][CH2:8][C:9]1[CH:14]=[CH:13][C:12]([C:15]2[CH:16]=[C:17]3[C:22](=[CH:23][CH:24]=2)[CH2:21][NH:20][CH2:19][CH2:18]3)=[CH:11][CH:10]=1.C(N(CC)CC)C.[CH:32]1([C:35]([Cl:37])=[O:36])[CH2:34][CH2:33]1.Cl, predict the reaction product. The product is: [ClH:37].[CH:32]1([C:35]([N:20]2[CH2:19][CH2:18][C:17]3[C:22](=[CH:23][CH:24]=[C:15]([C:12]4[CH:11]=[CH:10][C:9]([CH2:8][CH2:7][N:3]5[CH2:4][CH2:5][CH2:6][C@H:2]5[CH3:1])=[CH:14][CH:13]=4)[CH:16]=3)[CH2:21]2)=[O:36])[CH2:34][CH2:33]1. (7) Given the reactants Br[CH2:2][CH2:3][N:4]1[C:12]([S:13][C:14]2[CH:19]=[C:18]([Cl:20])[CH:17]=[C:16]([Cl:21])[CH:15]=2)=[N:11][C:10]2[C:5]1=[N:6][CH:7]=[N:8][C:9]=2[NH2:22].C1(C)C=CC(S(O)(=O)=O)=CC=1.[CH:34]1([C:37]([NH2:40])([CH3:39])[CH3:38])[CH2:36][CH2:35]1.CCN(CC)CC, predict the reaction product. The product is: [CH:34]1([C:37]([NH:40][CH2:2][CH2:3][N:4]2[C:12]([S:13][C:14]3[CH:19]=[C:18]([Cl:20])[CH:17]=[C:16]([Cl:21])[CH:15]=3)=[N:11][C:10]3[C:5]2=[N:6][CH:7]=[N:8][C:9]=3[NH2:22])([CH3:39])[CH3:38])[CH2:36][CH2:35]1. (8) Given the reactants [CH3:1][O:2][C:3]1[CH:47]=[C:46]([O:48][CH3:49])[CH:45]=[C:44]([O:50][CH3:51])[C:4]=1[CH:5]=[CH:6][CH:7]([S:17]([CH:20]([CH:30]=[CH:31][C:32]1[C:37]([O:38][CH3:39])=[CH:36][C:35]([O:40][CH3:41])=[CH:34][C:33]=1[O:42][CH3:43])[C:21]1[CH:26]=[CH:25][C:24]([O:27][CH3:28])=[C:23]([NH2:29])[CH:22]=1)(=[O:19])=[O:18])[C:8]1[CH:13]=[CH:12][C:11]([O:14][CH3:15])=[C:10]([NH2:16])[CH:9]=1.[N+:52]([C:55]1[CH:62]=[CH:61][C:58](C=O)=[CH:57][CH:56]=1)([O-:54])=[O:53], predict the reaction product. The product is: [CH3:51][O:50][C:44]1[CH:45]=[C:46]([O:48][CH3:49])[CH:47]=[C:3]([O:2][CH3:1])[C:4]=1[CH:5]=[CH:6][CH:7]([S:17]([CH:20]([CH:30]=[CH:31][C:32]1[C:33]([O:42][CH3:43])=[CH:34][C:35]([O:40][CH3:41])=[CH:36][C:37]=1[O:38][CH3:39])[C:21]1[CH2:22]/[C:23](=[N:29]\[C:58]2[CH:57]=[CH:56][C:55]([N+:52]([O-:54])=[O:53])=[CH:62][CH:61]=2)/[C:24]([O:27][CH3:28])=[CH:25][CH:26]=1)(=[O:19])=[O:18])[C:8]1[CH2:9]/[C:10](=[N:16]\[C:58]2[CH:61]=[CH:62][C:55]([N+:52]([O-:54])=[O:53])=[CH:56][CH:57]=2)/[C:11]([O:14][CH3:15])=[CH:12][CH:13]=1. (9) Given the reactants [Cl:1][C:2]1[CH:3]=[CH:4][C:5]([O:15][CH2:16][C:17]2[CH:22]=[CH:21][CH:20]=[C:19]([F:23])[C:18]=2[F:24])=[C:6]([C:8](=O)[CH2:9][CH2:10][C:11](=O)[CH3:12])[CH:7]=1.[CH3:25][O:26][C:27](=[O:36])[C:28]1[CH:33]=[C:32]([OH:34])[CH:31]=[C:30]([NH2:35])[CH:29]=1.CC1C=CC(S(O)(=O)=O)=CC=1, predict the reaction product. The product is: [CH3:25][O:26][C:27](=[O:36])[C:28]1[CH:33]=[C:32]([OH:34])[CH:31]=[C:30]([N:35]2[C:11]([CH3:12])=[CH:10][CH:9]=[C:8]2[C:6]2[CH:7]=[C:2]([Cl:1])[CH:3]=[CH:4][C:5]=2[O:15][CH2:16][C:17]2[CH:22]=[CH:21][CH:20]=[C:19]([F:23])[C:18]=2[F:24])[CH:29]=1. (10) Given the reactants [NH2:1][C:2]1[CH:7]=[C:6]([Cl:8])[CH:5]=[CH:4][C:3]=1[S:9][CH2:10][C:11]1[CH:16]=[CH:15][N:14]=[C:13]([NH:17][C:18](=[O:24])[O:19][C:20]([CH3:23])([CH3:22])[CH3:21])[CH:12]=1.[O:25]1[C:29]2[CH:30]=[CH:31][CH:32]=[CH:33][C:28]=2[CH:27]=[C:26]1[S:34](Cl)(=[O:36])=[O:35], predict the reaction product. The product is: [C:20]([O:19][C:18](=[O:24])[NH:17][C:13]1[CH:12]=[C:11]([CH2:10][S:9][C:3]2[CH:4]=[CH:5][C:6]([Cl:8])=[CH:7][C:2]=2[NH:1][S:34]([C:26]2[O:25][C:29]3[CH:30]=[CH:31][CH:32]=[CH:33][C:28]=3[CH:27]=2)(=[O:35])=[O:36])[CH:16]=[CH:15][N:14]=1)([CH3:21])([CH3:23])[CH3:22].